This data is from Forward reaction prediction with 1.9M reactions from USPTO patents (1976-2016). The task is: Predict the product of the given reaction. (1) Given the reactants FC(F)(F)C(O)=O.[Cl:8][C:9]1[C:14]([O:15][CH3:16])=[CH:13][C:12]([O:17][CH3:18])=[C:11]([Cl:19])[C:10]=1[NH:20][C:21](=[O:48])[N:22]([C:24]1[N:29]=[CH:28][N:27]=[C:26]([NH:30][C:31]2[CH:36]=[CH:35][C:34]([N:37]3[CH2:42][CH2:41][NH:40][CH2:39][CH2:38]3)=[CH:33][C:32]=2[NH:43][C:44](=[O:47])[CH:45]=[CH2:46])[CH:25]=1)[CH3:23].[C:49]([O:53][C:54](=[O:59])[NH:55][CH2:56][CH:57]=O)([CH3:52])([CH3:51])[CH3:50].C([BH3-])#N.[Na+], predict the reaction product. The product is: [C:44]([NH:43][C:32]1[CH:33]=[C:34]([N:37]2[CH2:38][CH2:39][N:40]([CH2:57][CH2:56][NH:55][C:54](=[O:59])[O:53][C:49]([CH3:52])([CH3:51])[CH3:50])[CH2:41][CH2:42]2)[CH:35]=[CH:36][C:31]=1[NH:30][C:26]1[CH:25]=[C:24]([N:22]([CH3:23])[C:21]([NH:20][C:10]2[C:9]([Cl:8])=[C:14]([O:15][CH3:16])[CH:13]=[C:12]([O:17][CH3:18])[C:11]=2[Cl:19])=[O:48])[N:29]=[CH:28][N:27]=1)(=[O:47])[CH:45]=[CH2:46]. (2) Given the reactants [F:1][C:2]([F:26])([F:25])[C:3]([C:12]1[CH:13]=[C:14]([CH:21]=[CH:22][C:23]=1I)[CH2:15][N:16]([CH3:20])[CH2:17][CH:18]=[CH2:19])([O:8][CH2:9][O:10][CH3:11])[C:4]([F:7])([F:6])[F:5].C([Li])CCC.CCCCCC.[CH2:38]([Sn:42](Cl)([CH2:47][CH2:48][CH2:49][CH3:50])[CH2:43][CH2:44][CH2:45][CH3:46])[CH2:39][CH2:40][CH3:41].[Cl-].[NH4+], predict the reaction product. The product is: [F:1][C:2]([F:26])([F:25])[C:3]([C:12]1[CH:13]=[C:14]([CH:21]=[CH:22][C:23]=1[Sn:42]([CH2:43][CH2:44][CH2:45][CH3:46])([CH2:47][CH2:48][CH2:49][CH3:50])[CH2:38][CH2:39][CH2:40][CH3:41])[CH2:15][N:16]([CH3:20])[CH2:17][CH:18]=[CH2:19])([O:8][CH2:9][O:10][CH3:11])[C:4]([F:7])([F:6])[F:5]. (3) Given the reactants [CH3:1][O:2][C:3](=[O:8])[CH2:4][C:5](Cl)=[O:6].[N:9]1([C@H:15]2[CH2:18][C@H:17]([O:19][C:20]3[CH:25]=[CH:24][C:23]([C:26]4[S:27][C:28]5[CH2:29][NH:30][CH2:31][CH2:32][C:33]=5[N:34]=4)=[CH:22][CH:21]=3)[CH2:16]2)[CH2:14][CH2:13][CH2:12][CH2:11][CH2:10]1.C(N(CC)CC)C, predict the reaction product. The product is: [O:6]=[C:5]([N:30]1[CH2:31][CH2:32][C:33]2[N:34]=[C:26]([C:23]3[CH:22]=[CH:21][C:20]([O:19][C@H:17]4[CH2:16][C@H:15]([N:9]5[CH2:14][CH2:13][CH2:12][CH2:11][CH2:10]5)[CH2:18]4)=[CH:25][CH:24]=3)[S:27][C:28]=2[CH2:29]1)[CH2:4][C:3]([O:2][CH3:1])=[O:8]. (4) Given the reactants C(=O)([O-])[O-].[Cs+].[Cs+].[Cl:7][C:8]1[CH:13]=[CH:12][C:11]([OH:14])=[C:10]([CH:15]2[CH2:21][CH2:20][CH2:19][CH2:18][CH2:17][CH2:16]2)[CH:9]=1.Br[CH2:23][C:24]([O:26][CH2:27][CH3:28])=[O:25].Cl, predict the reaction product. The product is: [CH2:27]([O:26][C:24](=[O:25])[CH2:23][O:14][C:11]1[CH:12]=[CH:13][C:8]([Cl:7])=[CH:9][C:10]=1[CH:15]1[CH2:21][CH2:20][CH2:19][CH2:18][CH2:17][CH2:16]1)[CH3:28]. (5) Given the reactants [NH2:1][C:2]1[C:7]([C:8]#[N:9])=[C:6]([C:10]2[CH:15]=[CH:14][C:13]([O:16][CH2:17][CH2:18][OH:19])=[CH:12][CH:11]=2)[C:5]([C:20]#[N:21])=[C:4]([S:22][CH2:23][C:24]2[N:25]=[C:26]([C:29]3[CH:34]=[CH:33][C:32]([Cl:35])=[CH:31][CH:30]=3)[S:27][CH:28]=2)[N:3]=1.Cl.[CH3:37][N:38]([CH3:43])[CH2:39][C:40]([OH:42])=O.Cl.CN(C)CCCN=C=NCC.[CH3:56][N:57]([CH3:62])[CH2:58][C:59](O)=[O:60].C(=O)(O)[O-].[Na+], predict the reaction product. The product is: [CH3:56][N:57]([CH3:62])[CH2:58][C:59]([O:19][CH2:18][CH2:17][O:16][C:13]1[CH:12]=[CH:11][C:10]([C:6]2[C:7]([C:8]#[N:9])=[C:2]([NH:1][C:40](=[O:42])[CH2:39][N:38]([CH3:43])[CH3:37])[N:3]=[C:4]([S:22][CH2:23][C:24]3[N:25]=[C:26]([C:29]4[CH:30]=[CH:31][C:32]([Cl:35])=[CH:33][CH:34]=4)[S:27][CH:28]=3)[C:5]=2[C:20]#[N:21])=[CH:15][CH:14]=1)=[O:60]. (6) Given the reactants C1(CNC(C2NC=C(C(C3[C:16]([C:21]4[CH:26]=[CH:25][C:24](F)=CC=4)=[N:17]OC=3C)=O)C=2)=O)CC1.[F:28][C:29]1[CH:30]=[C:31]([C:37]2[C:41]([C:42]([C:44]3[CH:45]=[C:46]([C:49](=[O:54])C(Cl)(Cl)Cl)[NH:47][CH:48]=3)=[O:43])=[C:40]([CH3:55])[O:39][N:38]=2)[CH:32]=[C:33]([F:36])[C:34]=1[F:35].C1(N)CCCC1, predict the reaction product. The product is: [CH:16]1([NH:17][C:49]([C:46]2[NH:47][CH:48]=[C:44]([C:42]([C:41]3[C:37]([C:31]4[CH:30]=[C:29]([F:28])[C:34]([F:35])=[C:33]([F:36])[CH:32]=4)=[N:38][O:39][C:40]=3[CH3:55])=[O:43])[CH:45]=2)=[O:54])[CH2:21][CH2:26][CH2:25][CH2:24]1.